From a dataset of Rat liver microsome stability data. Regression/Classification. Given a drug SMILES string, predict its absorption, distribution, metabolism, or excretion properties. Task type varies by dataset: regression for continuous measurements (e.g., permeability, clearance, half-life) or binary classification for categorical outcomes (e.g., BBB penetration, CYP inhibition). Dataset: rlm. (1) The drug is NC(=O)C1CCN(c2nccc(-c3ccc4c(c3)OCCO4)n2)CC1. The result is 1 (stable in rat liver microsomes). (2) The result is 1 (stable in rat liver microsomes). The molecule is COc1ccc(NC(=O)c2[nH]c(C)c(C(C)=O)c2C)cc1S(=O)(=O)N1CCCCCC1. (3) The drug is O=C(N[C@@H](Cc1c[nH]c2ccccc12)C(=O)Nc1ccncc1)C1CCNCC1. The result is 0 (unstable in rat liver microsomes).